From a dataset of Forward reaction prediction with 1.9M reactions from USPTO patents (1976-2016). Predict the product of the given reaction. (1) Given the reactants [CH3:1][C:2]1[C:3]2C(=O)CCC=2N(S(C2C=C[C:2]([CH3:1])=[CH:3]C=2)(=O)=O)C=1C(O)=O.O=[C:25]1[C:32]2[CH:28]=[C:32]([C:25](OC)=O)N[C:28]=2CC1.BrC1C=C(C=CC=1)C[Mg]Br.Br[C:48]1[CH:49]=[C:50]([CH:74]=[CH:75][CH:76]=1)/[CH:51]=[C:52]1\[CH2:53][CH2:54][C:55]2[N:56]([S:64]([C:67]3[CH:73]=[CH:72][C:70]([CH3:71])=[CH:69][CH:68]=3)(=[O:66])=[O:65])[C:57]([C:60]([O:62][CH3:63])=[O:61])=[CH:58][C:59]\1=2.C1([B-](F)(F)F)CC1.[K+], predict the reaction product. The product is: [CH:3]1([C:48]2[CH:49]=[C:50]([CH:74]=[CH:75][CH:76]=2)[CH2:51][CH:52]2[C:59]3[CH:58]=[C:57]([C:60]([O:62][CH3:63])=[O:61])[NH:56][C:55]=3[CH2:54][CH2:53]2)[CH2:2][CH2:1]1.[CH:25]1([C:48]2[CH:49]=[C:50]([CH:74]=[CH:75][CH:76]=2)/[CH:51]=[C:52]2\[CH2:53][CH2:54][C:55]3[N:56]([S:64]([C:67]4[CH:68]=[CH:69][C:70]([CH3:71])=[CH:72][CH:73]=4)(=[O:65])=[O:66])[C:57]([C:60]([O:62][CH3:63])=[O:61])=[CH:58][C:59]\2=3)[CH2:32][CH2:28]1. (2) Given the reactants C1COCC1.O.[O:7]1[CH2:12][CH2:11][O:10][C:9]2[CH:13]=[CH:14][C:15]([CH:17]([CH3:23])[C:18]([O:20]CC)=[O:19])=[CH:16][C:8]1=2.[OH-].[Na+].C(O)(=O)C, predict the reaction product. The product is: [O:7]1[CH2:12][CH2:11][O:10][C:9]2[CH:13]=[CH:14][C:15]([CH:17]([CH3:23])[C:18]([OH:20])=[O:19])=[CH:16][C:8]1=2. (3) Given the reactants [Cl:1][C:2]1[N:7]=[C:6]([NH:8][CH2:9][CH2:10][OH:11])[C:5](I)=[CH:4][N:3]=1.[S:13]1[CH:17]=[CH:16][CH:15]=[C:14]1B(O)O, predict the reaction product. The product is: [Cl:1][C:2]1[N:7]=[C:6]([NH:8][CH2:9][CH2:10][OH:11])[C:5]([C:14]2[S:13][CH:17]=[CH:16][CH:15]=2)=[CH:4][N:3]=1. (4) Given the reactants [CH3:1][C:2]([CH3:23])([O:4][C:5]([NH:7][C@H:8]([CH2:13][C:14]1[CH:19]=[C:18]([F:20])[C:17]([F:21])=[CH:16][C:15]=1[F:22])[CH2:9][C:10]([OH:12])=O)=[O:6])[CH3:3].Cl.[F:25][C:26]([F:38])([F:37])[C:27]1[N:28]=[CH:29][C:30]2[CH2:36][CH2:35][NH:34][CH2:33][C:31]=2[N:32]=1.C(Cl)CCl.CN1CCOCC1, predict the reaction product. The product is: [CH3:23][C:2]([CH3:1])([O:4][C:5]([NH:7][C@H:8]([CH2:13][C:14]1[CH:19]=[C:18]([F:20])[C:17]([F:21])=[CH:16][C:15]=1[F:22])[CH2:9][C:10]([N:34]1[CH2:35][CH2:36][C:30]2[CH:29]=[N:28][C:27]([C:26]([F:38])([F:25])[F:37])=[N:32][C:31]=2[CH2:33]1)=[O:12])=[O:6])[CH3:3].